From a dataset of NCI-60 drug combinations with 297,098 pairs across 59 cell lines. Regression. Given two drug SMILES strings and cell line genomic features, predict the synergy score measuring deviation from expected non-interaction effect. (1) Drug 1: CCC1(CC2CC(C3=C(CCN(C2)C1)C4=CC=CC=C4N3)(C5=C(C=C6C(=C5)C78CCN9C7C(C=CC9)(C(C(C8N6C=O)(C(=O)OC)O)OC(=O)C)CC)OC)C(=O)OC)O.OS(=O)(=O)O. Drug 2: C1CN(CCN1C(=O)CCBr)C(=O)CCBr. Cell line: HS 578T. Synergy scores: CSS=7.68, Synergy_ZIP=-3.47, Synergy_Bliss=3.80, Synergy_Loewe=3.13, Synergy_HSA=3.29. (2) Drug 1: CS(=O)(=O)C1=CC(=C(C=C1)C(=O)NC2=CC(=C(C=C2)Cl)C3=CC=CC=N3)Cl. Drug 2: CC1=C2C(C(=O)C3(C(CC4C(C3C(C(C2(C)C)(CC1OC(=O)C(C(C5=CC=CC=C5)NC(=O)OC(C)(C)C)O)O)OC(=O)C6=CC=CC=C6)(CO4)OC(=O)C)OC)C)OC. Cell line: OVCAR3. Synergy scores: CSS=68.4, Synergy_ZIP=14.3, Synergy_Bliss=13.9, Synergy_Loewe=-8.53, Synergy_HSA=14.5.